From a dataset of Full USPTO retrosynthesis dataset with 1.9M reactions from patents (1976-2016). Predict the reactants needed to synthesize the given product. Given the product [CH:1]([NH:4][CH2:5][CH:6]1[CH2:10][CH2:9][CH2:8][N:7]1[C:21]1[N:26]([CH3:27])[C:25](=[O:28])[C:24]([C:29]2[CH:30]=[C:31]([CH3:35])[CH:32]=[CH:33][CH:34]=2)=[C:23]([C:36]2[CH:37]=[CH:38][N:39]=[CH:40][CH:41]=2)[N:22]=1)([CH3:3])[CH3:2], predict the reactants needed to synthesize it. The reactants are: [CH:1]([NH:4][CH2:5][C@H:6]1[CH2:10][CH2:9][CH2:8][NH:7]1)([CH3:3])[CH3:2].C(N(C(C)C)CC)(C)C.Cl[C:21]1[N:26]([CH3:27])[C:25](=[O:28])[C:24]([C:29]2[CH:30]=[C:31]([CH3:35])[CH:32]=[CH:33][CH:34]=2)=[C:23]([C:36]2[CH:41]=[CH:40][N:39]=[CH:38][CH:37]=2)[N:22]=1.BrC1C=C(C2C(=O)N(C)C(Cl)=NC=2C2C=CN=CC=2)C=CC=1.